This data is from Forward reaction prediction with 1.9M reactions from USPTO patents (1976-2016). The task is: Predict the product of the given reaction. (1) Given the reactants Br[C:2]1[C:11]2[C:6](=[CH:7][CH:8]=[C:9]([CH:12]([C:18]3[CH:23]=[CH:22][C:21]([Cl:24])=[CH:20][CH:19]=3)[C:13]3[S:14][CH:15]=[CH:16][N:17]=3)[CH:10]=2)[NH:5][C:4](=[O:25])[CH:3]=1.[CH:26](/B(O)O)=[CH:27]\[C:28]1[CH:33]=[CH:32][CH:31]=[CH:30][CH:29]=1.COC1C=CC=C(OC)C=1C1C=CC=CC=1P(C1CCCCC1)C1CCCCC1.P([O-])([O-])([O-])=O.[K+].[K+].[K+], predict the reaction product. The product is: [Cl:24][C:21]1[CH:22]=[CH:23][C:18]([CH:12]([C:13]2[S:14][CH:15]=[CH:16][N:17]=2)[C:9]2[CH:10]=[C:11]3[C:6](=[CH:7][CH:8]=2)[NH:5][C:4](=[O:25])[CH:3]=[C:2]3/[CH:26]=[CH:27]/[C:28]2[CH:33]=[CH:32][CH:31]=[CH:30][CH:29]=2)=[CH:19][CH:20]=1. (2) Given the reactants [NH2:1][C:2]1[N:7]=[C:6]([NH2:8])[C:5]([O:9][C:10]2[C:15]([CH:16]([CH3:18])[CH3:17])=[CH:14][C:13]([OH:19])=[C:12]([I:20])[CH:11]=2)=[CH:4][N:3]=1.C(=O)([O-])[O-].[K+].[K+].[CH2:27](Cl)[C:28]#[CH:29], predict the reaction product. The product is: [I:20][C:12]1[C:13]([O:19][CH2:29][C:28]#[CH:27])=[CH:14][C:15]([CH:16]([CH3:18])[CH3:17])=[C:10]([CH:11]=1)[O:9][C:5]1[C:6]([NH2:8])=[N:7][C:2]([NH2:1])=[N:3][CH:4]=1.